From a dataset of Forward reaction prediction with 1.9M reactions from USPTO patents (1976-2016). Predict the product of the given reaction. The product is: [CH2:1]([CH:8]1[CH2:9][CH2:10][N:11]([CH2:14][CH2:15][CH2:16][CH2:17][C:18]([NH:20][NH:21][C:29](=[O:30])[C:28]2[CH:27]=[CH:26][C:25]([N+:22]([O-:24])=[O:23])=[CH:33][CH:32]=2)=[O:19])[CH2:12][CH2:13]1)[C:2]1[CH:7]=[CH:6][CH:5]=[CH:4][CH:3]=1. Given the reactants [CH2:1]([CH:8]1[CH2:13][CH2:12][N:11]([CH2:14][CH2:15][CH2:16][CH2:17][C:18]([NH:20][NH2:21])=[O:19])[CH2:10][CH2:9]1)[C:2]1[CH:7]=[CH:6][CH:5]=[CH:4][CH:3]=1.[N+:22]([C:25]1[CH:33]=[CH:32][C:28]([C:29](Cl)=[O:30])=[CH:27][CH:26]=1)([O-:24])=[O:23], predict the reaction product.